Dataset: Reaction yield outcomes from USPTO patents with 853,638 reactions. Task: Predict the reaction yield, written as a fraction of the theoretical maximum amount of product (1.0 means a 100% yield; for example, 0.34 means a 34% yield). (1) The reactants are [F:1][C:2]1[C:7]2[N:8]=[CH:9][S:10][C:6]=2[CH:5]=[C:4](C(O)=O)[C:3]=1[NH:14][C:15]1[CH:20]=[CH:19][C:18]([I:21])=[CH:17][C:16]=1[F:22].C1C=CC(P(N=[N+]=[N-])(C2C=CC=CC=2)=[O:30])=CC=1.C([N:42]([CH2:45]C)CC)C. The catalyst is CC(O)(C)C. The product is [F:1][C:2]1[C:7]2[N:8]=[CH:9][S:10][C:6]=2[CH:5]=[C:4]2[NH:42][C:45](=[O:30])[N:14]([C:15]3[CH:20]=[CH:19][C:18]([I:21])=[CH:17][C:16]=3[F:22])[C:3]=12. The yield is 0.940. (2) The reactants are [S:1](=[O:5])(=[O:4])([OH:3])[OH:2].[F:6][C:7]1[CH:12]=[CH:11][C:10]([CH2:13][C:14]2[C:23]3[C:18](=[CH:19][CH:20]=[CH:21][CH:22]=3)[C:17](=[O:24])[NH:16][N:15]=2)=[CH:9][C:8]=1[N:25]1[C:29](=[O:30])[CH:28]([CH3:31])[N:27]([CH2:32][CH2:33][N:34]2[CH2:38][CH2:37][CH2:36][CH2:35]2)[C:26]1=[O:39]. The catalyst is CO. The product is [S:1]([OH:5])([OH:4])(=[O:3])=[O:2].[F:6][C:7]1[CH:12]=[CH:11][C:10]([CH2:13][C:14]2[C:23]3[C:18](=[CH:19][CH:20]=[CH:21][CH:22]=3)[C:17](=[O:24])[NH:16][N:15]=2)=[CH:9][C:8]=1[N:25]1[C:29](=[O:30])[CH:28]([CH3:31])[N:27]([CH2:32][CH2:33][N:34]2[CH2:35][CH2:36][CH2:37][CH2:38]2)[C:26]1=[O:39]. The yield is 0.860. (3) The reactants are [Cl:1][C:2]1[CH:3]=[C:4]([CH:8]=[CH:9][C:10]=1[N:11]([CH2:28][CH2:29][OH:30])[C:12]([C:14]1[S:27][C:17]2[C:18]3[CH:26]=[CH:25][CH:24]=[CH:23][C:19]=3[O:20][CH2:21][CH2:22][C:16]=2[CH:15]=1)=[O:13])[C:5](O)=[O:6].CN(C(ON1N=NC2C=CC=NC1=2)=[N+](C)C)C.F[P-](F)(F)(F)(F)F.CCN(C(C)C)C(C)C.[N:64]1([C:70]([O:72][C:73]([CH3:76])([CH3:75])[CH3:74])=[O:71])[CH2:69][CH2:68][NH:67][CH2:66][CH2:65]1. The catalyst is C1COCC1.C(OCC)(=O)C. The product is [Cl:1][C:2]1[CH:3]=[C:4]([CH:8]=[CH:9][C:10]=1[N:11]([CH2:28][CH2:29][OH:30])[C:12]([C:14]1[S:27][C:17]2[C:18]3[CH:26]=[CH:25][CH:24]=[CH:23][C:19]=3[O:20][CH2:21][CH2:22][C:16]=2[CH:15]=1)=[O:13])[C:5]([N:67]1[CH2:68][CH2:69][N:64]([C:70]([O:72][C:73]([CH3:76])([CH3:75])[CH3:74])=[O:71])[CH2:65][CH2:66]1)=[O:6]. The yield is 0.220. (4) The reactants are [C:1]([O:5][C:6](=[O:23])[NH:7][C@H:8]([C:13]([N:15]1[CH2:19][CH:18]=[CH:17][C@H:16]1[C:20](=O)[NH2:21])=[O:14])[C:9]([CH3:12])([CH3:11])[CH3:10])([CH3:4])([CH3:3])[CH3:2].P(Cl)(Cl)(Cl)=O. The catalyst is N1C=CC=CC=1. The product is [C:1]([O:5][C:6](=[O:23])[NH:7][C@H:8]([C:13]([N:15]1[CH2:19][CH:18]=[CH:17][C@H:16]1[C:20]#[N:21])=[O:14])[C:9]([CH3:12])([CH3:11])[CH3:10])([CH3:2])([CH3:3])[CH3:4]. The yield is 0.850. (5) The reactants are [C:1]([C:4]1[C:5]([C:20]2[CH:25]=[CH:24][CH:23]=[C:22]([F:26])[CH:21]=2)=[N:6][N:7]2[CH2:12][CH2:11][N:10](C(OC(C)(C)C)=O)[CH2:9][C:8]=12)(=[O:3])[NH2:2].C(O)(C(F)(F)F)=O. The catalyst is ClCCl. The product is [F:26][C:22]1[CH:21]=[C:20]([C:5]2[C:4]([C:1]([NH2:2])=[O:3])=[C:8]3[CH2:9][NH:10][CH2:11][CH2:12][N:7]3[N:6]=2)[CH:25]=[CH:24][CH:23]=1. The yield is 0.920. (6) The reactants are [F:1][C:2]([F:26])([F:25])[O:3][C:4]1[CH:9]=[CH:8][C:7]([N:10]2[CH:14]=[N:13][C:12]([C:15]3[CH:20]=[CH:19][C:18]([CH2:21][CH2:22][CH2:23][NH2:24])=[CH:17][CH:16]=3)=[N:11]2)=[CH:6][CH:5]=1.[C:27](=[O:30])(O)[O-].[Na+].ClC(Cl)(OC(=O)OC(Cl)(Cl)Cl)Cl.C(=O)([O-])[O-].[Cs+].[Cs+].[CH:50]([C:53]1[CH:58]=[CH:57][C:56]([CH3:59])=[CH:55][C:54]=1[NH:60][C:61]([NH2:63])=[S:62])([CH3:52])[CH3:51]. The catalyst is ClCCl.C(OCC)(=O)C.O. The product is [CH:50]([C:53]1[CH:58]=[CH:57][C:56]([CH3:59])=[CH:55][C:54]=1[NH:60][C:61]([NH:63][C:27]([NH:24][CH2:23][CH2:22][CH2:21][C:18]1[CH:19]=[CH:20][C:15]([C:12]2[N:13]=[CH:14][N:10]([C:7]3[CH:6]=[CH:5][C:4]([O:3][C:2]([F:1])([F:25])[F:26])=[CH:9][CH:8]=3)[N:11]=2)=[CH:16][CH:17]=1)=[O:30])=[S:62])([CH3:52])[CH3:51]. The yield is 0.380.